Dataset: Full USPTO retrosynthesis dataset with 1.9M reactions from patents (1976-2016). Task: Predict the reactants needed to synthesize the given product. (1) Given the product [ClH:1].[Cl:1][C:2]1[CH:3]=[C:4]([N:8]2[C:12]([CH2:13][NH2:14])=[CH:11][C:10]([C:15]([F:16])([F:17])[F:18])=[N:9]2)[CH:5]=[CH:6][CH:7]=1, predict the reactants needed to synthesize it. The reactants are: [Cl:1][C:2]1[CH:3]=[C:4]([N:8]2[C:12]([C:13]#[N:14])=[CH:11][C:10]([C:15]([F:18])([F:17])[F:16])=[N:9]2)[CH:5]=[CH:6][CH:7]=1.CO. (2) Given the product [OH:30][C@:26]([C:23]1[N:22]=[C:21]([CH3:20])[O:25][N:24]=1)([CH3:27])[C:28]#[C:29][C:2]1[CH:19]=[CH:18][C:5]2[CH:6]3[CH2:17][CH:8]([C:9]4[S:13][C:12]([C:14]([NH2:16])=[O:15])=[N:11][C:10]=4[C:4]=2[CH:3]=1)[CH2:7]3, predict the reactants needed to synthesize it. The reactants are: Br[C:2]1[CH:19]=[CH:18][C:5]2[CH:6]3[CH2:17][CH:8]([C:9]4[S:13][C:12]([C:14]([NH2:16])=[O:15])=[N:11][C:10]=4[C:4]=2[CH:3]=1)[CH2:7]3.[CH3:20][C:21]1[O:25][N:24]=[C:23]([C@:26]([OH:30])([C:28]#[CH:29])[CH3:27])[N:22]=1. (3) Given the product [Cl:1][C:2]1[CH:3]=[C:4]2[C:10]3([CH2:14][CH2:13][N:12]([CH2:15][C:16]4[C:17]([C:22]5[CH:27]=[CH:26][CH:25]=[CH:24][CH:23]=5)=[N:18][O:19][C:20]=4[CH3:21])[C:11]3=[O:28])[C:9](=[O:29])[N:8]([CH2:30][C:31]([OH:33])=[O:32])[C:5]2=[CH:6][CH:7]=1, predict the reactants needed to synthesize it. The reactants are: [Cl:1][C:2]1[CH:3]=[C:4]2[C:10]3([CH2:14][CH2:13][N:12]([CH2:15][C:16]4[C:17]([C:22]5[CH:27]=[CH:26][CH:25]=[CH:24][CH:23]=5)=[N:18][O:19][C:20]=4[CH3:21])[C:11]3=[O:28])[C:9](=[O:29])[N:8]([CH2:30][C:31]([O:33]C(C)(C)C)=[O:32])[C:5]2=[CH:6][CH:7]=1.FC(F)(F)C(O)=O.